This data is from Forward reaction prediction with 1.9M reactions from USPTO patents (1976-2016). The task is: Predict the product of the given reaction. Given the reactants [C:1]([Si:5]1([C:15]([CH3:18])([CH3:17])[CH3:16])[O:10][C@H:9]2[C:11](=[O:14])[CH2:12][O:13][C@@H:8]2[CH2:7][O:6]1)([CH3:4])([CH3:3])[CH3:2].[BH4-].[Na+].CCOC(C)=O.CCCCCC, predict the reaction product. The product is: [C:15]([Si:5]1([C:1]([CH3:4])([CH3:3])[CH3:2])[O:10][C@H:9]2[C@H:11]([OH:14])[CH2:12][O:13][C@@H:8]2[CH2:7][O:6]1)([CH3:18])([CH3:17])[CH3:16].